This data is from Reaction yield outcomes from USPTO patents with 853,638 reactions. The task is: Predict the reaction yield, written as a fraction of the theoretical maximum amount of product (1.0 means a 100% yield; for example, 0.34 means a 34% yield). The reactants are [S:1]1[C:5]2[CH2:6][CH2:7][CH2:8][O:9][C:4]=2[N:3]=[C:2]1[C:10]1[CH:35]=[CH:34][C:13]([O:14][CH2:15][CH2:16][CH2:17][S:18][C:19]2[CH:20]=[C:21]3[C:25](=[CH:26][CH:27]=2)[C@H:24]([CH2:28][C:29]([O:31]CC)=[O:30])[CH2:23][CH2:22]3)=[C:12]([CH2:36][CH2:37][CH3:38])[CH:11]=1.C(O)C.[Li+].[OH-].Cl. The catalyst is C1COCC1.O. The product is [S:1]1[C:5]2[CH2:6][CH2:7][CH2:8][O:9][C:4]=2[N:3]=[C:2]1[C:10]1[CH:35]=[CH:34][C:13]([O:14][CH2:15][CH2:16][CH2:17][S:18][C:19]2[CH:20]=[C:21]3[C:25](=[CH:26][CH:27]=2)[C@H:24]([CH2:28][C:29]([OH:31])=[O:30])[CH2:23][CH2:22]3)=[C:12]([CH2:36][CH2:37][CH3:38])[CH:11]=1. The yield is 0.380.